From a dataset of Reaction yield outcomes from USPTO patents with 853,638 reactions. Predict the reaction yield, written as a fraction of the theoretical maximum amount of product (1.0 means a 100% yield; for example, 0.34 means a 34% yield). (1) The reactants are [CH3:1][C:2]([CH3:4])=[O:3].S(=O)(=O)(O)O.[O:10]=[C:11]1[O:17][C@H:16]([C@H:18]([CH2:20]O)[OH:19])[C:14]([OH:15])=[C:12]1[OH:13]. No catalyst specified. The product is [CH3:1][C:2]1([CH3:4])[O:19][CH:18]([CH:16]2[O:17][C:11](=[O:10])[C:12]([OH:13])=[C:14]2[OH:15])[CH2:20][O:3]1. The yield is 0.867. (2) The reactants are C1C(=O)N([Br:8])C(=O)C1.[C:9]([C:11]1[CH:12]=[CH:13][C:14]([N:17]([CH:30]2[CH2:32][CH2:31]2)[S:18]([C:21]2[CH:26]=[CH:25][N:24]3[N:27]=[CH:28][CH:29]=[C:23]3[CH:22]=2)(=[O:20])=[O:19])=[N:15][CH:16]=1)#[N:10]. The catalyst is CN(C=O)C.O. The product is [Br:8][C:29]1[CH:28]=[N:27][N:24]2[CH:25]=[CH:26][C:21]([S:18]([N:17]([C:14]3[CH:13]=[CH:12][C:11]([C:9]#[N:10])=[CH:16][N:15]=3)[CH:30]3[CH2:31][CH2:32]3)(=[O:20])=[O:19])=[CH:22][C:23]=12. The yield is 0.170. (3) The reactants are [Br:1][C:2]1[CH:3]=[N:4][CH:5]=[C:6]([CH:9]=1)[CH:7]=[O:8].C([O-])([O-])=O.[K+].[K+].CC1C=CC(S([CH2:26][N+:27]#[C-:28])(=O)=O)=CC=1. The catalyst is CO. The product is [Br:1][C:2]1[CH:9]=[C:6]([C:7]2[O:8][CH:28]=[N:27][CH:26]=2)[CH:5]=[N:4][CH:3]=1. The yield is 0.500. (4) The reactants are [C:10](P([C:10]([CH3:13])([CH3:12])[CH3:11])[C:10]([CH3:13])([CH3:12])[CH3:11])([CH3:13])([CH3:12])[CH3:11].[NH2:14][C:15]1[CH:28]=[CH:27][C:26]2[S:25][C:24]3[C:19](=[CH:20][CH:21]=[C:22]([NH2:29])[CH:23]=3)[S:18][C:17]=2[CH:16]=1.Br[C:31]1[CH:36]=[CH:35][CH:34]=[CH:33][C:32]=1[C:37]1[CH:42]=[CH:41][CH:40]=[CH:39][C:38]=1Br.[CH3:44][C:45](C)([O-])[CH3:46].[Na+].C1(C)[C:51]([CH3:56])=[CH:52][CH:53]=[CH:54]C=1. The catalyst is C([O-])(=O)C.[Pd+2].C([O-])(=O)C.O. The product is [CH:34]1[C:33]2[N:29]([C:22]3[CH:21]=[CH:20][C:19]4[S:18][C:17]5[C:26](=[CH:27][CH:28]=[C:15]([N:14]6[C:12]7[CH:46]=[CH:45][CH:44]=[CH:11][C:10]=7[C:13]7[C:56]6=[CH:51][CH:52]=[CH:53][CH:54]=7)[CH:16]=5)[S:25][C:24]=4[CH:23]=3)[C:42]3[C:37](=[CH:38][CH:39]=[CH:40][CH:41]=3)[C:32]=2[CH:31]=[CH:36][CH:35]=1. The yield is 0.360. (5) The reactants are [F:1][C:2]1[CH:7]=[CH:6][CH:5]=[CH:4][C:3]=1[C:8]1[CH:24]=[C:11]2[CH:12]=[C:13]([C:16]3[CH:17]=[C:18]([CH:21]=[CH:22][CH:23]=3)[CH:19]=[O:20])[CH:14]=[CH:15][N:10]2[N:9]=1.[C:25]([Mg]Br)#[CH:26]. The catalyst is O1CCCC1. The product is [F:1][C:2]1[CH:7]=[CH:6][CH:5]=[CH:4][C:3]=1[C:8]1[CH:24]=[C:11]2[CH:12]=[C:13]([C:16]3[CH:17]=[C:18]([CH:19]([OH:20])[C:25]#[CH:26])[CH:21]=[CH:22][CH:23]=3)[CH:14]=[CH:15][N:10]2[N:9]=1. The yield is 0.820.